From a dataset of Full USPTO retrosynthesis dataset with 1.9M reactions from patents (1976-2016). Predict the reactants needed to synthesize the given product. (1) Given the product [Cl:20][C:14]1[C:15]([Cl:19])=[CH:16][CH:17]=[CH:18][C:13]=1[CH2:12][C:11]1[C:10]([C:21]([F:24])([F:23])[F:22])=[N:9][N:5]2[C:6]([OH:8])=[CH:7][C:2]([N:25]3[CH2:30][CH2:29][O:28][CH2:27][CH2:26]3)=[N:3][C:4]=12, predict the reactants needed to synthesize it. The reactants are: Cl[C:2]1[CH:7]=[C:6]([OH:8])[N:5]2[N:9]=[C:10]([C:21]([F:24])([F:23])[F:22])[C:11]([CH2:12][C:13]3[CH:18]=[CH:17][CH:16]=[C:15]([Cl:19])[C:14]=3[Cl:20])=[C:4]2[N:3]=1.[NH:25]1[CH2:30][CH2:29][O:28][CH2:27][CH2:26]1. (2) Given the product [N:12]([CH2:2][C:3]1[C:8]2[N:9]=[CH:10][S:11][C:7]=2[CH:6]=[CH:5][CH:4]=1)=[N+:13]=[N-:14], predict the reactants needed to synthesize it. The reactants are: Br[CH2:2][C:3]1[C:8]2[N:9]=[CH:10][S:11][C:7]=2[CH:6]=[CH:5][CH:4]=1.[N-:12]=[N+:13]=[N-:14].[Na+].CCOCC. (3) Given the product [F:30][C:26]1[CH:25]=[C:24]([C@H:7]2[CH2:6][C@H:5]([OH:4])[CH2:9][N:8]2[C:10]2[CH:15]=[CH:14][N:13]3[N:16]=[CH:17][C:18]([C:19]([OH:21])=[O:20])=[C:12]3[N:11]=2)[CH:29]=[CH:28][CH:27]=1, predict the reactants needed to synthesize it. The reactants are: C([O:4][C@@H:5]1[CH2:9][N:8]([C:10]2[CH:15]=[CH:14][N:13]3[N:16]=[CH:17][C:18]([C:19]([O:21]CC)=[O:20])=[C:12]3[N:11]=2)[C@@H:7]([C:24]2[CH:29]=[CH:28][CH:27]=[C:26]([F:30])[CH:25]=2)[CH2:6]1)(=O)C.[OH-].[Na+].Cl. (4) Given the product [C:12]1([O:18][C:19](=[O:20])[NH:1][C:2]2[CH:7]=[C:6]([C:8]([F:9])([F:11])[F:10])[CH:5]=[CH:4][N:3]=2)[CH:17]=[CH:16][CH:15]=[CH:14][CH:13]=1, predict the reactants needed to synthesize it. The reactants are: [NH2:1][C:2]1[CH:7]=[C:6]([C:8]([F:11])([F:10])[F:9])[CH:5]=[CH:4][N:3]=1.[C:12]1([O:18][C:19](Cl)=[O:20])[CH:17]=[CH:16][CH:15]=[CH:14][CH:13]=1.N1C=CC=CC=1. (5) Given the product [F:18][C:17]1[C:12]2[N:13]([C:9]([C:4]3[CH:5]=[CH:6][C:7]([F:8])=[C:2]([C:26]4[CH:25]=[C:24]([F:23])[CH:29]=[C:28]([F:30])[CH:27]=4)[CH:3]=3)=[CH:10][N:11]=2)[CH:14]=[CH:15][C:16]=1[C:19]([OH:22])([CH3:21])[CH3:20], predict the reactants needed to synthesize it. The reactants are: Cl[C:2]1[CH:3]=[C:4]([C:9]2[N:13]3[CH:14]=[CH:15][C:16]([C:19]([OH:22])([CH3:21])[CH3:20])=[C:17]([F:18])[C:12]3=[N:11][CH:10]=2)[CH:5]=[CH:6][C:7]=1[F:8].[F:23][C:24]1[CH:25]=[C:26](B(O)O)[CH:27]=[C:28]([F:30])[CH:29]=1.